Predict the reaction yield, written as a fraction of the theoretical maximum amount of product (1.0 means a 100% yield; for example, 0.34 means a 34% yield). From a dataset of Reaction yield outcomes from USPTO patents with 853,638 reactions. (1) The reactants are [CH3:1][O:2][C:3]([C:5]1[C:10]([Cl:11])=[C:9]([NH2:12])[N:8]=[C:7](Cl)[N:6]=1)=[O:4].[Cl:14][C:15]1[CH:20]=[CH:19][C:18](B2OCCCO2)=[C:17]([F:27])[C:16]=1[O:28][CH3:29].[F-].[Cs+]. The catalyst is COCCOC.O.Cl[Pd](Cl)([P](C1C=CC=CC=1)(C1C=CC=CC=1)C1C=CC=CC=1)[P](C1C=CC=CC=1)(C1C=CC=CC=1)C1C=CC=CC=1. The product is [CH3:1][O:2][C:3]([C:5]1[C:10]([Cl:11])=[C:9]([NH2:12])[N:8]=[C:7]([C:18]2[CH:19]=[CH:20][C:15]([Cl:14])=[C:16]([O:28][CH3:29])[C:17]=2[F:27])[N:6]=1)=[O:4]. The yield is 0.535. (2) The reactants are [CH3:1][O:2][C:3]1[CH:8]=[CH:7][C:6]([C:9]2[CH:14]=[CH:13][CH:12]=[C:11]([O:15][C:16]3[CH:29]=[CH:28][C:19]([CH:20]=[C:21]4[S:25][C:24](=[O:26])[NH:23][C:22]4=[O:27])=[CH:18][CH:17]=3)[CH:10]=2)=[CH:5][CH:4]=1.C([O-])=O.[NH4+]. The catalyst is C(O)(=O)C.[Pd]. The product is [CH3:1][O:2][C:3]1[CH:4]=[CH:5][C:6]([C:9]2[CH:14]=[CH:13][CH:12]=[C:11]([O:15][C:16]3[CH:29]=[CH:28][C:19]([CH2:20][CH:21]4[S:25][C:24](=[O:26])[NH:23][C:22]4=[O:27])=[CH:18][CH:17]=3)[CH:10]=2)=[CH:7][CH:8]=1. The yield is 0.380. (3) The reactants are [Cl:1][C:2]1[CH:3]=[C:4]([C:9]2[N:10]=[C:11]([C:14]3[CH:15]=[CH:16][C:17]([N:20]4[CH2:25][CH2:24][NH:23][CH2:22][CH2:21]4)=[N:18][CH:19]=3)[NH:12][CH:13]=2)[CH:5]=[CH:6][C:7]=1[Cl:8].[O:26]1[CH:30]=[CH:29][CH:28]=[C:27]1[C:31](Cl)=[O:32]. The catalyst is C(Cl)(Cl)Cl.CN(C)C1C=CN=CC=1.ClCCl. The product is [Cl:1][C:2]1[CH:3]=[C:4]([C:9]2[N:10]=[C:11]([C:14]3[CH:15]=[CH:16][C:17]([N:20]4[CH2:25][CH2:24][N:23]([C:31]([C:27]5[O:26][CH:30]=[CH:29][CH:28]=5)=[O:32])[CH2:22][CH2:21]4)=[N:18][CH:19]=3)[NH:12][CH:13]=2)[CH:5]=[CH:6][C:7]=1[Cl:8]. The yield is 0.590. (4) The reactants are [NH:1]1[C:9]2[C:4](=[CH:5][CH:6]=[CH:7][CH:8]=2)[CH2:3][CH2:2]1.[Br:10][CH2:11][CH2:12][CH2:13]Br.C([O-])([O-])=O.[Na+].[Na+]. The catalyst is CN(C=O)C.C(OCC)(=O)C. The product is [N:1]1([CH2:13][CH2:12][CH2:11][Br:10])[C:9]2[C:4](=[CH:5][CH:6]=[CH:7][CH:8]=2)[CH2:3][CH2:2]1. The yield is 0.470. (5) The reactants are C(NC(=O)NC1C=CC(C2N=C(N3CCOC[C@@H]3C)C3CCN(C(OC(C)(C)C)=O)CC=3N=2)=CC=1)C.Cl[C:38]1[N:39]=[C:40]([N:52]2[CH2:57][CH2:56][O:55][CH2:54][C@@H:53]2[CH3:58])[C:41]2[CH2:46][N:45]([C:47]([O:49][CH2:50][CH3:51])=[O:48])[CH2:44][C:42]=2[N:43]=1.[CH3:59][NH:60][C:61](=[O:82])[CH2:62][NH:63][C:64]([NH:66][C:67]1[CH:72]=[CH:71][C:70](B2OC(C)(C)C(C)(C)O2)=[CH:69][CH:68]=1)=[O:65]. The catalyst is C1C=CC(P(C2C=CC=CC=2)[C-]2C=CC=C2)=CC=1.C1C=CC(P(C2C=CC=CC=2)[C-]2C=CC=C2)=CC=1.Cl[Pd]Cl.[Fe+2]. The product is [CH3:59][NH:60][C:61](=[O:82])[CH2:62][NH:63][C:64](=[O:65])[NH:66][C:67]1[CH:72]=[CH:71][C:70]([C:38]2[N:39]=[C:40]([N:52]3[CH2:57][CH2:56][O:55][CH2:54][C@@H:53]3[CH3:58])[C:41]3[CH2:46][N:45]([C:47]([O:49][CH2:50][CH3:51])=[O:48])[CH2:44][C:42]=3[N:43]=2)=[CH:69][CH:68]=1. The yield is 0.460. (6) The reactants are [CH:1]1[C:11]2[CH2:10][CH2:9][C:8]3[CH:12]=[CH:13][CH:14]=[CH:15][C:7]=3[NH:6][C:5]=2[CH:4]=[CH:3][C:2]=1[C:16]([O:18][CH2:19][CH3:20])=[O:17].[NH:21]1[CH2:26][CH2:25][CH2:24][CH2:23][CH2:22]1.[CH2:27]=O. The catalyst is C(Cl)(Cl)Cl.C(O)(=O)C. The product is [N:21]1([CH2:27][C:13]2[CH:14]=[CH:15][C:7]3[NH:6][C:5]4[CH:4]=[CH:3][C:2]([C:16]([O:18][CH2:19][CH3:20])=[O:17])=[CH:1][C:11]=4[CH2:10][CH2:9][C:8]=3[CH:12]=2)[CH2:26][CH2:25][CH2:24][CH2:23][CH2:22]1. The yield is 0.410. (7) The reactants are [Cl-].O[NH3+:3].[C:4](=[O:7])([O-])[OH:5].[Na+].CS(C)=O.[O:13]1[C:17]2([CH2:22][CH2:21][CH:20]([N:23]3[C:28](=[O:29])[C:27]([CH2:30][C:31]4[CH:36]=[CH:35][C:34]([C:37]5[C:38]([C:43]#[N:44])=[CH:39][CH:40]=[CH:41][CH:42]=5)=[CH:33][CH:32]=4)=[C:26]([CH2:45][CH2:46][CH3:47])[N:25]4[N:48]=[CH:49][N:50]=[C:24]34)[CH2:19][CH2:18]2)[O:16][CH2:15][CH2:14]1. The catalyst is C(OCC)(=O)C. The product is [O:16]1[C:17]2([CH2:18][CH2:19][CH:20]([N:23]3[C:28](=[O:29])[C:27]([CH2:30][C:31]4[CH:36]=[CH:35][C:34]([C:37]5[CH:42]=[CH:41][CH:40]=[CH:39][C:38]=5[C:43]5[NH:3][C:4](=[O:7])[O:5][N:44]=5)=[CH:33][CH:32]=4)=[C:26]([CH2:45][CH2:46][CH3:47])[N:25]4[N:48]=[CH:49][N:50]=[C:24]34)[CH2:21][CH2:22]2)[O:13][CH2:14][CH2:15]1. The yield is 0.640. (8) The reactants are C1(OP(Cl)(OC2C=CC=CC=2)=O)C=CC=CC=1.[O:18]1[C:22]2[CH:23]=[CH:24][CH:25]=[CH:26][C:21]=2[CH:20]=[C:19]1[C:27]([OH:29])=O.C(N(CC)CC)C.[NH2:37][C@@H:38]1[CH:43]2[CH2:44][CH2:45][N:40]([CH2:41][CH2:42]2)[C@H:39]1[CH2:46][C:47]1[CH:48]=[N:49][CH:50]=[CH:51][CH:52]=1.C1(C)C=CC(C([C@](C(O)=O)(O)[C@](C(C2C=CC(C)=CC=2)=O)(O)C(O)=O)=O)=CC=1.[OH-].[Na+]. The catalyst is ClCCl. The product is [N:49]1[CH:50]=[CH:51][CH:52]=[C:47]([CH2:46][CH:39]2[CH:38]([NH:37][C:27]([C:19]3[O:18][C:22]4[CH:23]=[CH:24][CH:25]=[CH:26][C:21]=4[CH:20]=3)=[O:29])[CH:43]3[CH2:42][CH2:41][N:40]2[CH2:45][CH2:44]3)[CH:48]=1. The yield is 0.420. (9) The reactants are [OH:1][C:2]1[CH:7]=[CH:6][C:5]([S:8][C:9]2[CH:14]=[CH:13][C:12]([NH:15][C:16](=[O:18])[CH3:17])=[CH:11][CH:10]=2)=[C:4]([N+:19]([O-])=O)[CH:3]=1.[Cl-].[NH4+].C1COCC1.O. The catalyst is CO.[Fe]. The product is [NH2:19][C:4]1[CH:3]=[C:2]([OH:1])[CH:7]=[CH:6][C:5]=1[S:8][C:9]1[CH:14]=[CH:13][C:12]([NH:15][C:16](=[O:18])[CH3:17])=[CH:11][CH:10]=1. The yield is 0.770. (10) The reactants are Cl[C:2]1[C:11]2[C:6](=[CH:7][C:8]([O:17][CH3:18])=[C:9]([O:12][CH2:13][CH2:14][CH2:15][Cl:16])[CH:10]=2)[N:5]=[CH:4][N:3]=1.[NH2:19][C:20]1[C:25]([Cl:26])=[CH:24][N:23]=[C:22]2[O:27][CH2:28][O:29][C:21]=12. No catalyst specified. The product is [Cl:16][CH2:15][CH2:14][CH2:13][O:12][C:9]1[CH:10]=[C:11]2[C:6](=[CH:7][C:8]=1[O:17][CH3:18])[N:5]=[CH:4][N:3]=[C:2]2[NH:19][C:20]1[C:25]([Cl:26])=[CH:24][N:23]=[C:22]2[O:27][CH2:28][O:29][C:21]=12. The yield is 0.580.